From a dataset of Forward reaction prediction with 1.9M reactions from USPTO patents (1976-2016). Predict the product of the given reaction. (1) Given the reactants C[O:2][C:3](=[O:28])[C:4]1[CH:9]=[CH:8][C:7]([C:10]2[CH:15]=[CH:14][N:13]=[C:12]([CH2:16][CH3:17])[C:11]=2[C:18]#[C:19][C:20]2[CH:21]=[N:22][C:23]([NH2:26])=[CH:24][CH:25]=2)=[CH:6][C:5]=1[F:27].[OH-].[Na+], predict the reaction product. The product is: [NH2:26][C:23]1[N:22]=[CH:21][C:20]([C:19]#[C:18][C:11]2[C:12]([CH2:16][CH3:17])=[N:13][CH:14]=[CH:15][C:10]=2[C:7]2[CH:8]=[CH:9][C:4]([C:3]([OH:28])=[O:2])=[C:5]([F:27])[CH:6]=2)=[CH:25][CH:24]=1. (2) Given the reactants [C:1]([O:5][C:6]([N:8]1[CH2:13][CH2:12][N:11]([C:14]2[N:19]=[C:18](Cl)[C:17]3[CH2:21][NH:22][C:23](=[O:24])[C:16]=3[CH:15]=2)[CH2:10][CH2:9]1)=[O:7])([CH3:4])([CH3:3])[CH3:2].[CH:25]1([NH:31][C:32]2[CH:37]=[C:36]([Sn](C)(C)C)[CH:35]=[CH:34][N:33]=2)[CH2:30][CH2:29][CH2:28][CH2:27][CH2:26]1, predict the reaction product. The product is: [C:1]([O:5][C:6]([N:8]1[CH2:13][CH2:12][N:11]([C:14]2[N:19]=[C:18]([C:36]3[CH:35]=[CH:34][N:33]=[C:32]([NH:31][CH:25]4[CH2:30][CH2:29][CH2:28][CH2:27][CH2:26]4)[CH:37]=3)[C:17]3[CH2:21][NH:22][C:23](=[O:24])[C:16]=3[CH:15]=2)[CH2:10][CH2:9]1)=[O:7])([CH3:4])([CH3:3])[CH3:2].